This data is from Forward reaction prediction with 1.9M reactions from USPTO patents (1976-2016). The task is: Predict the product of the given reaction. Given the reactants [C:1]([OH:7])([C:3]([F:6])([F:5])[F:4])=[O:2], predict the reaction product. The product is: [F:4][C:3]([F:6])([F:5])[C:1]([OH:7])=[O:2].[OH:7][C:1]([C:3]([F:6])([F:5])[F:4])=[O:2].